From a dataset of Reaction yield outcomes from USPTO patents with 853,638 reactions. Predict the reaction yield, written as a fraction of the theoretical maximum amount of product (1.0 means a 100% yield; for example, 0.34 means a 34% yield). (1) The reactants are [CH2:1]([O:8][CH2:9][C:10]1[NH:11][CH:12]=[C:13]([C:15]2[C:16]([C:21]3[CH:26]=[CH:25][CH:24]=[CH:23][CH:22]=3)=[N:17][O:18][C:19]=2[CH3:20])[N:14]=1)[C:2]1[CH:7]=[CH:6][CH:5]=[CH:4][CH:3]=1.F[C:28]1[CH:33]=[CH:32][C:31]([N+:34]([O-:36])=[O:35])=[CH:30][CH:29]=1. No catalyst specified. The product is [CH2:1]([O:8][CH2:9][C:10]1[N:11]([C:28]2[CH:33]=[CH:32][C:31]([N+:34]([O-:36])=[O:35])=[CH:30][CH:29]=2)[CH:12]=[C:13]([C:15]2[C:16]([C:21]3[CH:26]=[CH:25][CH:24]=[CH:23][CH:22]=3)=[N:17][O:18][C:19]=2[CH3:20])[N:14]=1)[C:2]1[CH:3]=[CH:4][CH:5]=[CH:6][CH:7]=1. The yield is 0.800. (2) The reactants are C([O:3][C:4]([C:6]1[C:15]2[C:10](=[CH:11][C:12]([O:18][CH3:19])=[C:13]([O:16][CH3:17])[CH:14]=2)[C:9]([C:20](=[O:32])[C:21]2[CH:26]=[CH:25][CH:24]=[C:23]([O:27][CH2:28][C:29](O)=[O:30])[CH:22]=2)=[N:8][CH:7]=1)=[O:5])C.[NH:33]1[CH2:38][CH2:37][O:36][CH2:35][CH2:34]1.CN(C(ON1N=NC2C=CC=CC1=2)=[N+](C)C)C.F[P-](F)(F)(F)(F)F.C(N(CC)CC)C. The catalyst is C(Cl)Cl. The product is [CH3:17][O:16][C:13]1[CH:14]=[C:15]2[C:10](=[CH:11][C:12]=1[O:18][CH3:19])[C:9]([C:20](=[O:32])[C:21]1[CH:26]=[CH:25][CH:24]=[C:23]([O:27][CH2:28][C:29]([N:33]3[CH2:38][CH2:37][O:36][CH2:35][CH2:34]3)=[O:30])[CH:22]=1)=[N:8][CH:7]=[C:6]2[C:4]([OH:3])=[O:5]. The yield is 0.210. (3) The yield is 0.750. No catalyst specified. The reactants are [NH2:1][C:2]1[C:11]2[CH:10]=[CH:9][CH:8]=[C:7](Br)[C:6]=2[N:5]=[C:4]2[CH2:13][N:14]([CH:17]3[CH2:21][CH2:20][CH2:19][CH2:18]3)[C:15](=[O:16])[C:3]=12.[F:22][C:23]1[CH:28]=[CH:27][CH:26]=[C:25]([O:29][CH3:30])[C:24]=1B(O)O. The product is [NH2:1][C:2]1[C:11]2[CH:10]=[CH:9][CH:8]=[C:7]([C:24]3[C:25]([O:29][CH3:30])=[CH:26][CH:27]=[CH:28][C:23]=3[F:22])[C:6]=2[N:5]=[C:4]2[CH2:13][N:14]([CH:17]3[CH2:21][CH2:20][CH2:19][CH2:18]3)[C:15](=[O:16])[C:3]=12. (4) The reactants are [CH2:1]([O:5][C:6]([NH:8][CH2:9][CH:10]1[CH2:15][CH2:14][N:13]([C:16]2[N:20]([CH3:21])[N:19]=[CH:18][C:17]=2[NH:22][C:23]([C:25]2[N:26]=[C:27](Br)[S:28][C:29]=2[NH:30][C:31](=[O:37])[O:32][C:33]([CH3:36])([CH3:35])[CH3:34])=[O:24])[CH2:12][CH2:11]1)=[O:7])[CH2:2][CH2:3][CH3:4]. The catalyst is CO.C(O)(=O)C.[Pd]. The product is [CH2:1]([O:5][C:6]([NH:8][CH2:9][CH:10]1[CH2:11][CH2:12][N:13]([C:16]2[N:20]([CH3:21])[N:19]=[CH:18][C:17]=2[NH:22][C:23]([C:25]2[N:26]=[CH:27][S:28][C:29]=2[NH:30][C:31](=[O:37])[O:32][C:33]([CH3:36])([CH3:35])[CH3:34])=[O:24])[CH2:14][CH2:15]1)=[O:7])[CH2:2][CH2:3][CH3:4]. The yield is 0.960. (5) The reactants are [F:1][C:2]1[CH:7]=[CH:6][CH:5]=[CH:4][C:3]=1[N:8]1[C:12]([C:13]2[CH:18]=[CH:17][N:16]=[CH:15][CH:14]=2)=[C:11]([C:19]2[O:23][N:22]=[C:21]([CH:24]3[CH2:29][CH2:28][N:27](C(OC(C)(C)C)=O)[CH2:26][CH2:25]3)[N:20]=2)[N:10]=[N:9]1.[ClH:37]. The catalyst is CO. The product is [ClH:37].[F:1][C:2]1[CH:7]=[CH:6][CH:5]=[CH:4][C:3]=1[N:8]1[C:12]([C:13]2[CH:14]=[CH:15][N:16]=[CH:17][CH:18]=2)=[C:11]([C:19]2[O:23][N:22]=[C:21]([CH:24]3[CH2:29][CH2:28][NH:27][CH2:26][CH2:25]3)[N:20]=2)[N:10]=[N:9]1. The yield is 0.960. (6) The reactants are [CH3:1][C:2]1[CH:3]=[C:4]2[C:9](=[CH:10][C:11]=1[CH3:12])[N:8]([CH2:13][CH:14]=[C:15]([CH3:17])[CH3:16])[C:7](=[O:18])[C:6](=[O:19])[NH:5]2.[Al+3].[Cl-].[Cl-].[Cl-]. The catalyst is ClC1C=CC=CC=1. The product is [CH3:17][C:15]1([CH3:16])[C:10]2[C:9]3[N:8]([C:7](=[O:18])[C:6](=[O:19])[NH:5][C:4]=3[CH:3]=[C:2]([CH3:1])[C:11]=2[CH3:12])[CH2:13][CH2:14]1. The yield is 0.650.